This data is from HIV replication inhibition screening data with 41,000+ compounds from the AIDS Antiviral Screen. The task is: Binary Classification. Given a drug SMILES string, predict its activity (active/inactive) in a high-throughput screening assay against a specified biological target. (1) The molecule is Cc1nc2ccc(NC3OCC(O)C(O)C3O)cc2c(=O)n1-c1ccccc1. The result is 0 (inactive). (2) The molecule is CC(=O)Nc1c(C#N)c2n(c1C(=O)O)CCC2. The result is 0 (inactive). (3) The compound is O=c1oc2ccccc2c(-c2ccc(O)cc2)c1Oc1ccc(Cl)cc1. The result is 0 (inactive). (4) The molecule is COC(=O)C1C2COc3ccccc3C2=NC1c1ccc([N+](=O)[O-])cc1. The result is 0 (inactive).